This data is from Reaction yield outcomes from USPTO patents with 853,638 reactions. The task is: Predict the reaction yield, written as a fraction of the theoretical maximum amount of product (1.0 means a 100% yield; for example, 0.34 means a 34% yield). (1) The reactants are [CH:1]1([C:7]([C:14]2[CH:19]=[CH:18][CH:17]=[CH:16][CH:15]=2)([C:9]2[N:13]=[CH:12][NH:11][N:10]=2)[OH:8])[CH2:6][CH2:5][CH2:4][CH2:3][CH2:2]1.[C:20]([O:24][C:25]([N:27]1[CH2:32][CH2:31][CH:30]([CH2:33]Br)[CH2:29][CH2:28]1)=[O:26])([CH3:23])([CH3:22])[CH3:21]. No catalyst specified. The product is [C:20]([O:24][C:25]([N:27]1[CH2:32][CH2:31][CH:30]([CH2:33][N:11]2[CH:12]=[N:13][C:9]([C:7]([CH:1]3[CH2:2][CH2:3][CH2:4][CH2:5][CH2:6]3)([OH:8])[C:14]3[CH:19]=[CH:18][CH:17]=[CH:16][CH:15]=3)=[N:10]2)[CH2:29][CH2:28]1)=[O:26])([CH3:23])([CH3:21])[CH3:22]. The yield is 0.470. (2) The reactants are [C:1]1([C:16]2[CH:21]=[CH:20][CH:19]=[CH:18][CH:17]=2)[CH:6]=[CH:5][C:4]([CH:7]([NH:14][CH3:15])[CH2:8][N:9]2[CH2:13][CH2:12][CH2:11][CH2:10]2)=[CH:3][CH:2]=1.[O:22]=[C:23]1[N:28]([CH2:29][C:30]([OH:32])=O)[C:27]2[CH:33]=[C:34]([O:37][C:38]([F:41])([F:40])[F:39])[CH:35]=[CH:36][C:26]=2[O:25][CH2:24]1.C(N(CC)CC)C.F[P-](F)(F)(F)(F)F.N1(O[P+](N(C)C)(N(C)C)N(C)C)C2C=CC=CC=2N=N1.FC(F)(F)C(O)=O. The yield is 0.460. The product is [C:1]1([C:16]2[CH:17]=[CH:18][CH:19]=[CH:20][CH:21]=2)[CH:6]=[CH:5][C:4]([CH:7]([N:14]([CH3:15])[C:30](=[O:32])[CH2:29][N:28]2[C:27]3[CH:33]=[C:34]([O:37][C:38]([F:41])([F:40])[F:39])[CH:35]=[CH:36][C:26]=3[O:25][CH2:24][C:23]2=[O:22])[CH2:8][N:9]2[CH2:13][CH2:12][CH2:11][CH2:10]2)=[CH:3][CH:2]=1. The catalyst is CN(C)C=O.CC#N.O. (3) The reactants are [NH2:1][C:2]1[CH:7]=[CH:6][CH:5]=[CH:4][C:3]=1[C:8]1[NH:9][C:10]2[C:15]([CH:16]=1)=[CH:14][CH:13]=[CH:12][CH:11]=2.[CH3:17][O:18][C:19]1[CH:24]=[CH:23][CH:22]=[CH:21][C:20]=1[CH2:25][CH2:26][C:27](O)=[O:28]. No catalyst specified. The product is [NH:9]1[C:10]2[C:15](=[CH:14][CH:13]=[CH:12][CH:11]=2)[CH:16]=[C:8]1[C:3]1[CH:4]=[CH:5][CH:6]=[CH:7][C:2]=1[NH:1][C:27](=[O:28])[CH2:26][CH2:25][C:20]1[CH:21]=[CH:22][CH:23]=[CH:24][C:19]=1[O:18][CH3:17]. The yield is 0.620. (4) The reactants are [C:1]([O:5][C:6]([NH:8][C@@H:9]([C:51]([CH3:55])([CH3:54])[CH2:52][OH:53])[C:10]([NH:12][C@@H:13]([CH2:44][C:45]1[CH:50]=[CH:49][CH:48]=[CH:47][CH:46]=1)[C@@H:14]([OH:43])[CH2:15][C@@H:16]([NH:30][C:31](=[O:42])[C@H:32]([C:38]([CH3:41])([CH3:40])[CH3:39])[NH:33][C:34]([O:36][CH3:37])=[O:35])[CH2:17][C:18]1[CH:23]=[CH:22][C:21]([C:24]2[CH:29]=[CH:28][CH:27]=[CH:26][N:25]=2)=[CH:20][CH:19]=1)=[O:11])=[O:7])(C)(C)C.FC(F)(F)C(O)=O.C(N(C(C)C)CC)(C)C.ClC(OC)=O. The catalyst is ClCCl.O. The product is [CH3:1][O:5][C:6](=[O:7])[NH:8][C@@H:9]([C:51]([CH3:55])([CH3:54])[CH2:52][OH:53])[C:10](=[O:11])[NH:12][C@@H:13]([CH2:44][C:45]1[CH:46]=[CH:47][CH:48]=[CH:49][CH:50]=1)[C@@H:14]([OH:43])[CH2:15][C@H:16]([CH2:17][C:18]1[CH:23]=[CH:22][C:21]([C:24]2[CH:29]=[CH:28][CH:27]=[CH:26][N:25]=2)=[CH:20][CH:19]=1)[NH:30][C:31](=[O:42])[C@H:32]([C:38]([CH3:41])([CH3:40])[CH3:39])[NH:33][C:34](=[O:35])[O:36][CH3:37]. The yield is 0.340. (5) The reactants are [NH2:1][C@@H:2]1[C:11]2[C:6](=[CH:7][CH:8]=[CH:9][CH:10]=2)[C@H:5]([OH:12])[CH2:4][CH2:3]1.[H-].[Na+].F[C:16]1[CH:17]=[CH:18][C:19]2[N:20]([C:22]([N:25]3[CH2:30][CH2:29][CH2:28][C@@H:27]([CH2:31][O:32][Si:33]([CH:40]([CH3:42])[CH3:41])([CH:37]([CH3:39])[CH3:38])[CH:34]([CH3:36])[CH3:35])[CH2:26]3)=[N:23][N:24]=2)[CH:21]=1. The catalyst is CN(C=O)C. The product is [CH:40]([Si:33]([CH:34]([CH3:36])[CH3:35])([CH:37]([CH3:39])[CH3:38])[O:32][CH2:31][C@@H:27]1[CH2:28][CH2:29][CH2:30][N:25]([C:22]2[N:20]3[CH:21]=[C:16]([O:12][C@H:5]4[C:6]5[C:11](=[CH:10][CH:9]=[CH:8][CH:7]=5)[C@@H:2]([NH2:1])[CH2:3][CH2:4]4)[CH:17]=[CH:18][C:19]3=[N:24][N:23]=2)[CH2:26]1)([CH3:41])[CH3:42]. The yield is 0.570. (6) The reactants are [Cl:1][C:2]1[CH:3]=[CH:4][C:5]2[N:6]([CH:8]=[C:9]([CH:11]3[CH2:13][CH2:12]3)[N:10]=2)[N:7]=1.FC(F)(F)[C:16](O)=[O:17]. No catalyst specified. The product is [Cl:1][C:2]1[CH:3]=[CH:4][C:5]2[N:6]([C:8]([CH:16]=[O:17])=[C:9]([CH:11]3[CH2:13][CH2:12]3)[N:10]=2)[N:7]=1. The yield is 0.450. (7) The reactants are [C:1]1([C:7]2[CH2:11][CH:10]([CH2:12][CH2:13][CH2:14][CH:15]=O)[O:9][N:8]=2)[CH:6]=[CH:5][CH:4]=[CH:3][CH:2]=1.[C:17]1([N:23]2[CH2:28][CH2:27][NH:26][CH2:25][CH2:24]2)[CH:22]=[CH:21][CH:20]=[CH:19][CH:18]=1.[BH-](OC(C)=O)(OC(C)=O)OC(C)=O.[Na+]. The catalyst is C(Cl)Cl. The product is [C:17]1([N:23]2[CH2:28][CH2:27][N:26]([CH2:15][CH2:14][CH2:13][CH2:12][CH:10]3[O:9][N:8]=[C:7]([C:1]4[CH:6]=[CH:5][CH:4]=[CH:3][CH:2]=4)[CH2:11]3)[CH2:25][CH2:24]2)[CH:22]=[CH:21][CH:20]=[CH:19][CH:18]=1. The yield is 0.684.